Dataset: Full USPTO retrosynthesis dataset with 1.9M reactions from patents (1976-2016). Task: Predict the reactants needed to synthesize the given product. The reactants are: [CH3:1][C:2]1[CH:14]=[CH:13][C:12]2[NH:11][C:10]3[CH2:9][CH2:8][N:7]4[CH2:15][CH2:16][CH2:17][CH:6]4[C:5]=3[C:4]=2[CH:3]=1.[H-].[Na+].[O:20]1[CH2:22][CH:21]1[C:23]1[CH:24]=[N:25][CH:26]=[CH:27][CH:28]=1. Given the product [CH3:1][C:2]1[CH:14]=[CH:13][C:12]2[N:11]([CH2:22][CH:21]([C:23]3[CH:24]=[N:25][CH:26]=[CH:27][CH:28]=3)[OH:20])[C:10]3[CH2:9][CH2:8][N:7]4[CH2:15][CH2:16][CH2:17][CH:6]4[C:5]=3[C:4]=2[CH:3]=1, predict the reactants needed to synthesize it.